This data is from Forward reaction prediction with 1.9M reactions from USPTO patents (1976-2016). The task is: Predict the product of the given reaction. (1) Given the reactants [CH3:1][C:2]1([CH3:18])[C:6]([CH3:8])([CH3:7])[O:5][B:4]([C:9]2[CH:10]=[C:11]([CH:15]=[CH:16][CH:17]=2)[C:12]([OH:14])=O)[O:3]1.CN(C(ON1N=NC2C=CC=NC1=2)=[N+](C)C)C.F[P-](F)(F)(F)(F)F.Cl.[NH2:44][C:45]1[CH:50]=[CH:49][CH:48]=[CH:47][C:46]=1[CH2:51][C:52]([O:54][CH3:55])=[O:53], predict the reaction product. The product is: [CH3:18][C:2]1([CH3:1])[C:6]([CH3:7])([CH3:8])[O:5][B:4]([C:9]2[CH:10]=[C:11]([CH:15]=[CH:16][CH:17]=2)[C:12]([NH:44][C:45]2[CH:50]=[CH:49][CH:48]=[CH:47][C:46]=2[CH2:51][C:52]([O:54][CH3:55])=[O:53])=[O:14])[O:3]1. (2) Given the reactants [CH2:1]([N:8]1[CH2:13][C:12]([CH3:15])([CH3:14])[O:11][C:10](=[O:16])[CH:9]1[CH2:17][C:18]([O:20]C(C)(C)C)=[O:19])[C:2]1[CH:7]=[CH:6][CH:5]=[CH:4][CH:3]=1.FC(F)(F)C(O)=O, predict the reaction product. The product is: [CH2:1]([N:8]1[CH2:13][C:12]([CH3:15])([CH3:14])[O:11][C:10](=[O:16])[CH:9]1[CH2:17][C:18]([OH:20])=[O:19])[C:2]1[CH:7]=[CH:6][CH:5]=[CH:4][CH:3]=1. (3) The product is: [NH2:14][C:15]1[CH:16]=[C:17]2[C:22](=[CH:23][C:24]=1[F:25])[N:21]([CH2:26][CH3:27])[C:20](=[O:28])[N:19]([CH2:29][CH3:30])[C:18]2=[O:31]. Given the reactants C1(C(=[N:14][C:15]2[CH:16]=[C:17]3[C:22](=[CH:23][C:24]=2[F:25])[N:21]([CH2:26][CH3:27])[C:20](=[O:28])[N:19]([CH2:29][CH3:30])[C:18]3=[O:31])C2C=CC=CC=2)C=CC=CC=1.Cl.C(=O)([O-])[O-].[Na+].[Na+].C(OCC)(=O)C, predict the reaction product. (4) Given the reactants [F:1][C:2]([F:19])([F:18])[O:3][C:4]1[CH:9]=[CH:8][C:7]([C:10]2[N:14]=[C:13]([C:15]([O-:17])=O)[O:12][N:11]=2)=[CH:6][CH:5]=1.[Na+].CCN(C(C)C)C(C)C.CCN=C=NCCCN(C)C.Cl.C1C=CC2N(O)N=NC=2C=1.[NH2:52][CH:53]([CH3:64])[CH:54]([OH:63])[CH2:55][C:56]1[CH:61]=[CH:60][CH:59]=[C:58]([Br:62])[CH:57]=1, predict the reaction product. The product is: [Br:62][C:58]1[CH:57]=[C:56]([CH2:55][CH:54]([OH:63])[CH:53]([NH:52][C:15]([C:13]2[O:12][N:11]=[C:10]([C:7]3[CH:6]=[CH:5][C:4]([O:3][C:2]([F:1])([F:19])[F:18])=[CH:9][CH:8]=3)[N:14]=2)=[O:17])[CH3:64])[CH:61]=[CH:60][CH:59]=1. (5) Given the reactants [CH2:1]([O:3][C:4](=[O:18])/[CH:5]=[CH:6]/[C:7]1[CH:8]=[C:9](/[CH:13]=[CH:14]/[C:15]([OH:17])=[O:16])[CH:10]=[CH:11][CH:12]=1)[CH3:2].C1COCC1, predict the reaction product. The product is: [CH2:1]([O:3][C:4](=[O:18])[CH2:5][CH2:6][C:7]1[CH:8]=[C:9]([CH2:13][CH2:14][C:15]([OH:17])=[O:16])[CH:10]=[CH:11][CH:12]=1)[CH3:2]. (6) Given the reactants [NH:1]1[C:5]2=[N:6][CH:7]=[CH:8][CH:9]=[C:4]2[CH:3]=[CH:2]1.[Br:10][C:11]1[CH:19]=[CH:18][C:14]([C:15](Cl)=[O:16])=[CH:13][N:12]=1.[Cl-].[Cl-].[Cl-].[Al+3], predict the reaction product. The product is: [Br:10][C:11]1[N:12]=[CH:13][C:14]([C:15]([C:3]2[C:4]3[C:5](=[N:6][CH:7]=[CH:8][CH:9]=3)[NH:1][CH:2]=2)=[O:16])=[CH:18][CH:19]=1. (7) Given the reactants [CH3:1][C@@H:2]1[N:13]([CH3:14])[C:12](=[O:15])[C@H:11]([CH2:16][C:17](O)=[O:18])[CH2:10][CH:9]=[CH:8][CH2:7][CH2:6][C:5](=[O:20])[O:4][C@@H:3]1[C:21]1[CH:26]=[CH:25][CH:24]=[CH:23][CH:22]=1.[CH2:27]([O:29][CH2:30][CH2:31][NH2:32])[CH3:28].CO.C(Cl)Cl, predict the reaction product. The product is: [CH3:1][C@@H:2]1[N:13]([CH3:14])[C:12](=[O:15])[C@H:11]([CH2:16][C:17]([NH:32][CH2:31][CH2:30][O:29][CH2:27][CH3:28])=[O:18])[CH2:10][CH:9]=[CH:8][CH2:7][CH2:6][C:5](=[O:20])[O:4][C@@H:3]1[C:21]1[CH:22]=[CH:23][CH:24]=[CH:25][CH:26]=1.